Dataset: Reaction yield outcomes from USPTO patents with 853,638 reactions. Task: Predict the reaction yield, written as a fraction of the theoretical maximum amount of product (1.0 means a 100% yield; for example, 0.34 means a 34% yield). (1) The reactants are [CH2:1]([O:8][C:9]1[CH:14]=[CH:13][C:12]([CH2:15][C:16](Cl)=O)=[CH:11][CH:10]=1)[C:2]1[CH:7]=[CH:6][CH:5]=[CH:4][CH:3]=1.[P:19]([O:26]CC)([O:23][CH2:24][CH3:25])[O:20][CH2:21][CH3:22].Cl.[NH2:30][OH:31]. The catalyst is C1COCC1. The product is [CH2:1]([O:8][C:9]1[CH:10]=[CH:11][C:12]([CH2:15][C:16]([P:19](=[O:26])([O:23][CH2:24][CH3:25])[O:20][CH2:21][CH3:22])=[N:30][OH:31])=[CH:13][CH:14]=1)[C:2]1[CH:3]=[CH:4][CH:5]=[CH:6][CH:7]=1. The yield is 0.850. (2) The reactants are [OH:1][C:2]1[CH:11]=[CH:10][C:5]([C:6]([O:8][CH3:9])=[O:7])=[CH:4][C:3]=1[O:12][CH3:13].Br[CH2:15][CH2:16][CH2:17][Cl:18].C(=O)([O-])[O-].[K+].[K+]. The catalyst is C(#N)C. The product is [Cl:18][CH2:17][CH2:16][CH2:15][O:1][C:2]1[CH:11]=[CH:10][C:5]([C:6]([O:8][CH3:9])=[O:7])=[CH:4][C:3]=1[O:12][CH3:13]. The yield is 0.978. (3) The reactants are N1C=CN=C1.CN(C)C=O.[OH:11][CH:12]([C:16]1[CH:21]=[CH:20][N:19]=[CH:18][CH:17]=1)[CH2:13][C:14]#[N:15].[C:22]([Si:26]([C:34]1[CH:39]=[CH:38][CH:37]=[CH:36][CH:35]=1)([C:28]1[CH:33]=[CH:32][CH:31]=[CH:30][CH:29]=1)Cl)([CH3:25])([CH3:24])[CH3:23]. The catalyst is CCOCC.C(OCC)(=O)C. The product is [O:11]([CH:12]([C:16]1[CH:17]=[CH:18][N:19]=[CH:20][CH:21]=1)[CH2:13][C:14]#[N:15])[Si:26]([C:22]([CH3:25])([CH3:24])[CH3:23])([C:34]1[CH:35]=[CH:36][CH:37]=[CH:38][CH:39]=1)[C:28]1[CH:33]=[CH:32][CH:31]=[CH:30][CH:29]=1. The yield is 0.989. (4) The reactants are C([O:3][C:4](=O)[CH:5]=[C:6]([CH2:16][NH:17][C:18]([O:20][C:21]([CH3:24])([CH3:23])[CH3:22])=[O:19])[CH2:7][NH:8][C:9]([O:11][C:12]([CH3:15])([CH3:14])[CH3:13])=[O:10])C.C(=O)=O.CC(C)=O.[H-]. The catalyst is O1CCCC1. The product is [C:12]([O:11][C:9](=[O:10])[NH:8][CH2:7][C:6]([CH2:16][NH:17][C:18]([O:20][C:21]([CH3:24])([CH3:23])[CH3:22])=[O:19])=[CH:5][CH2:4][OH:3])([CH3:14])([CH3:15])[CH3:13]. The yield is 0.960. (5) The reactants are C1C2C(COC([NH:18][C:19]([CH3:66])([C:21]([NH:23][C@H:24]([C:28]([N:30]([C@@H:32]([C@@H:62]([CH3:65])[CH2:63][CH3:64])[C@H:33]([O:60][CH3:61])[CH2:34][C:35]([N:37]3[CH2:41][CH2:40][CH2:39][C@H:38]3[C@H:42]([O:58][CH3:59])[C@@H:43]([CH3:57])[C:44]([NH:46][C@H:47]([CH3:56])[C@@H:48]([OH:55])[C:49]3[CH:54]=[CH:53][CH:52]=[CH:51][CH:50]=3)=[O:45])=[O:36])[CH3:31])=[O:29])[CH:25]([CH3:27])[CH3:26])=[O:22])[CH3:20])=O)C3C(=CC=CC=3)C=2C=CC=1.C(OCC)C.CCCCCCC. The catalyst is ClCCl.C(NCC)C. The product is [CH3:20][C:19]([C:21]([NH:23][C@H:24]([C:28]([N:30]([C@@H:32]([C@@H:62]([CH3:65])[CH2:63][CH3:64])[C@H:33]([O:60][CH3:61])[CH2:34][C:35]([N:37]1[CH2:41][CH2:40][CH2:39][C@H:38]1[C@H:42]([O:58][CH3:59])[C@@H:43]([CH3:57])[C:44]([NH:46][C@H:47]([CH3:56])[C@@H:48]([OH:55])[C:49]1[CH:54]=[CH:53][CH:52]=[CH:51][CH:50]=1)=[O:45])=[O:36])[CH3:31])=[O:29])[CH:25]([CH3:26])[CH3:27])=[O:22])([CH3:66])[NH2:18]. The yield is 0.510. (6) The reactants are Cl[C:2]1[S:3][CH:4]=[CH:5][N:6]=1.[C:7]([O:11][C:12]([CH3:15])([CH3:14])[CH3:13])(=[O:10])[CH2:8][CH3:9].[CH3:16][Si]([N-][Si](C)(C)C)(C)C.[Na+].CI. The catalyst is C1(C)C=CC=CC=1. The product is [CH3:9][C:8]([C:2]1[S:3][CH:4]=[CH:5][N:6]=1)([CH3:16])[C:7]([O:11][C:12]([CH3:15])([CH3:14])[CH3:13])=[O:10]. The yield is 0.620.